Dataset: Retrosynthesis with 50K atom-mapped reactions and 10 reaction types from USPTO. Task: Predict the reactants needed to synthesize the given product. (1) Given the product BrCCCCCCOC1CCCCO1, predict the reactants needed to synthesize it. The reactants are: C1=COCCC1.OCCCCCCBr. (2) Given the product CNCc1cccc(Oc2cc(Cl)ccc2C#N)c1OC, predict the reactants needed to synthesize it. The reactants are: CN.COc1c(C=O)cccc1Oc1cc(Cl)ccc1C#N.